Dataset: Catalyst prediction with 721,799 reactions and 888 catalyst types from USPTO. Task: Predict which catalyst facilitates the given reaction. Reactant: [C:1]([O:5][C:6](=[O:31])[CH2:7][C:8]1[CH:9]=[C:10]([NH:17][C:18]2[CH:27]=[CH:26][C:25]([CH:28]3[CH2:30][CH2:29]3)=[CH:24][C:19]=2[C:20]([O:22][CH3:23])=[O:21])[CH:11]=[CH:12][C:13]=1[N+:14]([O-])=O)([CH3:4])([CH3:3])[CH3:2].[Cl-].[NH4+].C(O)C. Product: [NH2:14][C:13]1[CH:12]=[CH:11][C:10]([NH:17][C:18]2[CH:27]=[CH:26][C:25]([CH:28]3[CH2:30][CH2:29]3)=[CH:24][C:19]=2[C:20]([O:22][CH3:23])=[O:21])=[CH:9][C:8]=1[CH2:7][C:6]([O:5][C:1]([CH3:4])([CH3:3])[CH3:2])=[O:31]. The catalyst class is: 150.